Predict which catalyst facilitates the given reaction. From a dataset of Catalyst prediction with 721,799 reactions and 888 catalyst types from USPTO. (1) Reactant: C(O)C.[O:4]1[C:9]2[CH:10]=[CH:11][C:12]([CH2:14][NH:15][CH:16]3[CH2:21][CH2:20][N:19]([CH2:22][CH2:23][N:24]4[C:33]5[C:28](=[CH:29][CH:30]=[C:31]([O:34][CH3:35])[CH:32]=5)[C:27](/[CH:36]=[CH:37]/[C:38]([O:40]CC)=[O:39])=[CH:26][C:25]4=[O:43])[CH2:18][CH2:17]3)=[CH:13][C:8]=2[O:7][CH2:6][CH2:5]1.[OH-].[Na+]. Product: [O:4]1[C:9]2[CH:10]=[CH:11][C:12]([CH2:14][NH:15][CH:16]3[CH2:17][CH2:18][N:19]([CH2:22][CH2:23][N:24]4[C:33]5[C:28](=[CH:29][CH:30]=[C:31]([O:34][CH3:35])[CH:32]=5)[C:27](/[CH:36]=[CH:37]/[C:38]([OH:40])=[O:39])=[CH:26][C:25]4=[O:43])[CH2:20][CH2:21]3)=[CH:13][C:8]=2[O:7][CH2:6][CH2:5]1. The catalyst class is: 6. (2) Reactant: [NH2:1][CH2:2][C:3]1[C:4]([F:23])=[CH:5][C:6]([Cl:22])=[C:7]([C:9]2[NH:10][C:11](=[O:21])[N:12]([C:14]3[CH:19]=[CH:18][C:17]([Cl:20])=[CH:16][CH:15]=3)[N:13]=2)[CH:8]=1.[C:24](Cl)(=[O:29])[C:25]([CH3:28])([CH3:27])[CH3:26]. Product: [Cl:22][C:6]1[C:7]([C:9]2[NH:10][C:11](=[O:21])[N:12]([C:14]3[CH:15]=[CH:16][C:17]([Cl:20])=[CH:18][CH:19]=3)[N:13]=2)=[CH:8][C:3]([CH2:2][NH:1][C:24](=[O:29])[C:25]([CH3:28])([CH3:27])[CH3:26])=[C:4]([F:23])[CH:5]=1. The catalyst class is: 1. (3) Reactant: [F:1][C:2]1[CH:7]=[CH:6][C:5]([CH:8]2[CH2:13][C:12](=[O:14])[CH:11]=[CH:10][N:9]2[C:15]([O:17][C:18]2[CH:23]=[CH:22][CH:21]=[CH:20][CH:19]=2)=[O:16])=[CH:4][CH:3]=1. Product: [F:1][C:2]1[CH:3]=[CH:4][C:5]([CH:8]2[CH2:13][C:12](=[O:14])[CH2:11][CH2:10][N:9]2[C:15]([O:17][C:18]2[CH:19]=[CH:20][CH:21]=[CH:22][CH:23]=2)=[O:16])=[CH:6][CH:7]=1. The catalyst class is: 19. (4) The catalyst class is: 17. Product: [F:23][C:22]([F:25])([F:24])[S:19]([O:1][C:2]1[CH:11]=[CH:10][CH:9]=[C:8]2[C:3]=1[CH:4]=[CH:5][CH:6]=[N:7]2)(=[O:20])=[O:18]. Reactant: [OH:1][C:2]1[CH:11]=[CH:10][CH:9]=[C:8]2[C:3]=1[CH:4]=[CH:5][CH:6]=[N:7]2.C([O-])([O-])=O.[K+].[K+].[O:18](S(C(F)(F)F)(=O)=O)[S:19]([C:22]([F:25])([F:24])[F:23])(=O)=[O:20].O. (5) Reactant: [N+:1]([C:4]1[CH:12]=[CH:11][C:7]([C:8]([OH:10])=O)=[CH:6][CH:5]=1)([O-:3])=[O:2].[CH3:13][N:14]([CH:16]=O)[CH3:15].C1C=C[C:21]2[N:26](O)N=NC=2C=1.[CH2:28](Cl)CCl. Product: [CH3:13][N:14]1[CH2:16][CH2:21][N:26]([C:8]([C:7]2[CH:6]=[CH:5][C:4]([N+:1]([O-:3])=[O:2])=[CH:12][CH:11]=2)=[O:10])[CH2:28][CH2:15]1. The catalyst class is: 6. (6) Reactant: [C:1]([O:5][C:6]([N:8]1[CH2:14][CH2:13][CH2:12][N:11]([C:15]2[C:16]([OH:26])=[C:17]([CH3:25])[CH:18]=[C:19]3[C:24]=2[N:23]=[CH:22][CH:21]=[CH:20]3)[CH2:10][CH2:9]1)=[O:7])([CH3:4])([CH3:3])[CH3:2].Br[CH2:28][CH2:29][CH2:30][C:31]([O:33][CH3:34])=[O:32].C([O-])([O-])=O.[Cs+].[Cs+]. Product: [C:1]([O:5][C:6]([N:8]1[CH2:14][CH2:13][CH2:12][N:11]([C:15]2[C:16]([O:26][CH2:28][CH2:29][CH2:30][C:31]([O:33][CH3:34])=[O:32])=[C:17]([CH3:25])[CH:18]=[C:19]3[C:24]=2[N:23]=[CH:22][CH:21]=[CH:20]3)[CH2:10][CH2:9]1)=[O:7])([CH3:4])([CH3:3])[CH3:2]. The catalyst class is: 85. (7) Reactant: B(Cl)(Cl)Cl.[O:5]1[C:10]2[CH:11]=[CH:12][C:13]([NH2:15])=[CH:14][C:9]=2[O:8][CH2:7][CH2:6]1.[Cl:16][CH2:17][C:18]#N.[Cl-].[Al+3].[Cl-].[Cl-].[OH2:24]. Product: [NH2:15][C:13]1[C:12]([C:18](=[O:24])[CH2:17][Cl:16])=[CH:11][C:10]2[O:5][CH2:6][CH2:7][O:8][C:9]=2[CH:14]=1. The catalyst class is: 2. (8) Reactant: [F:1][C:2]1[CH:7]=[CH:6][C:5]([C:8]2[S:9][C:10]3[N:11]=[C:12]([NH2:23])[N:13]=[C:14]([N:17]4[CH2:22][CH2:21][NH:20][CH2:19][CH2:18]4)[C:15]=3[N:16]=2)=[CH:4][CH:3]=1.N1C=CC=CC=1.Cl[C:31]([O:33][CH2:34][C:35]1[CH:40]=[CH:39][CH:38]=[CH:37][CH:36]=1)=[O:32]. Product: [CH2:34]([O:33][C:31]([N:20]1[CH2:19][CH2:18][N:17]([C:14]2[C:15]3[N:16]=[C:8]([C:5]4[CH:6]=[CH:7][C:2]([F:1])=[CH:3][CH:4]=4)[S:9][C:10]=3[N:11]=[C:12]([NH2:23])[N:13]=2)[CH2:22][CH2:21]1)=[O:32])[C:35]1[CH:40]=[CH:39][CH:38]=[CH:37][CH:36]=1. The catalyst class is: 3. (9) The catalyst class is: 122. Reactant: Cl[C:2]1[N:7]=[C:6]([C@@H:8]([NH:18][C:19](=[O:24])[C:20]([F:23])([F:22])[F:21])[CH2:9][C:10]2[CH:15]=[C:14]([F:16])[CH:13]=[C:12]([F:17])[CH:11]=2)[C:5]([C:25]2[CH:26]=[CH:27][C:28]([Cl:40])=[C:29]3[C:33]=2[N:32]([CH3:34])[N:31]=[C:30]3[NH:35][S:36]([CH3:39])(=[O:38])=[O:37])=[CH:4][CH:3]=1.[C:41]([C@@:43]1([CH3:56])[O:48][CH2:47][CH2:46][N:45]([C:49]([O:51][C:52]([CH3:55])([CH3:54])[CH3:53])=[O:50])[CH2:44]1)#[CH:42].C(NCC)C. Product: [Cl:40][C:28]1[CH:27]=[CH:26][C:25]([C:5]2[CH:4]=[CH:3][C:2]([C:42]#[C:41][C@@:43]3([CH3:56])[O:48][CH2:47][CH2:46][N:45]([C:49]([O:51][C:52]([CH3:55])([CH3:54])[CH3:53])=[O:50])[CH2:44]3)=[N:7][C:6]=2[C@@H:8]([NH:18][C:19](=[O:24])[C:20]([F:23])([F:21])[F:22])[CH2:9][C:10]2[CH:15]=[C:14]([F:16])[CH:13]=[C:12]([F:17])[CH:11]=2)=[C:33]2[C:29]=1[C:30]([NH:35][S:36]([CH3:39])(=[O:37])=[O:38])=[N:31][N:32]2[CH3:34].